From a dataset of Peptide-MHC class I binding affinity with 185,985 pairs from IEDB/IMGT. Regression. Given a peptide amino acid sequence and an MHC pseudo amino acid sequence, predict their binding affinity value. This is MHC class I binding data. (1) The peptide sequence is KVGNFTGLY. The MHC is HLA-A31:01 with pseudo-sequence HLA-A31:01. The binding affinity (normalized) is 0.168. (2) The peptide sequence is LRTMSYKL. The MHC is HLA-B27:05 with pseudo-sequence HLA-B27:05. The binding affinity (normalized) is 0.818. (3) The peptide sequence is KEDPGDHIF. The MHC is HLA-A69:01 with pseudo-sequence HLA-A69:01. The binding affinity (normalized) is 0.0847.